This data is from Forward reaction prediction with 1.9M reactions from USPTO patents (1976-2016). The task is: Predict the product of the given reaction. (1) Given the reactants [N+:1]([C:4]1[CH:9]=[CH:8][C:7]([CH2:10][CH:11]([NH:13][CH2:14][C:15]2[CH:20]=[CH:19][CH:18]=[CH:17][CH:16]=2)[CH3:12])=[CH:6][CH:5]=1)([O-:3])=[O:2].C(O)(=O)[C@H](C1C=CC=CC=1)O, predict the reaction product. The product is: [N+:1]([C:4]1[CH:5]=[CH:6][C:7]([CH2:10][C@H:11]([NH:13][CH2:14][C:15]2[CH:16]=[CH:17][CH:18]=[CH:19][CH:20]=2)[CH3:12])=[CH:8][CH:9]=1)([O-:3])=[O:2]. (2) Given the reactants [CH2:1]([O:3][CH:4]([O:19][CH2:20][CH3:21])[CH2:5][CH2:6][NH:7][C:8]1[C:17]2[C:12](=[CH:13][CH:14]=[CH:15][CH:16]=2)[N:11]=[CH:10][C:9]=1[NH2:18])[CH3:2].[C:22](OC)(OC)(OC)[CH2:23][CH2:24][CH3:25], predict the reaction product. The product is: [CH2:1]([O:3][CH:4]([O:19][CH2:20][CH3:21])[CH2:5][CH2:6][N:7]1[C:8]2[C:17]3[CH:16]=[CH:15][CH:14]=[CH:13][C:12]=3[N:11]=[CH:10][C:9]=2[N:18]=[C:22]1[CH2:23][CH2:24][CH3:25])[CH3:2]. (3) Given the reactants C[O:2][C:3](=[O:23])[C:4]1[CH:9]=[CH:8][N:7]=[C:6]([NH:10][C:11](=[O:22])[CH2:12][O:13][C:14]2[CH:19]=[CH:18][C:17]([Cl:20])=[CH:16][C:15]=2[Cl:21])[CH:5]=1.[I-].[Li+], predict the reaction product. The product is: [Cl:21][C:15]1[CH:16]=[C:17]([Cl:20])[CH:18]=[CH:19][C:14]=1[O:13][CH2:12][C:11]([NH:10][C:6]1[CH:5]=[C:4]([CH:9]=[CH:8][N:7]=1)[C:3]([OH:23])=[O:2])=[O:22].